Dataset: Catalyst prediction with 721,799 reactions and 888 catalyst types from USPTO. Task: Predict which catalyst facilitates the given reaction. (1) Reactant: [CH3:1][C@H:2]1[C:6](=[O:7])[N:5]([C:8]([O:10][C:11]([CH3:14])([CH3:13])[CH3:12])=[O:9])[C@H:4]([C:15](OC)=[O:16])[CH2:3]1.[BH4-].[Na+].CCO. Product: [OH:7][CH2:6][C@H:2]([CH3:1])[CH2:3][C@H:4]([NH:5][C:8](=[O:9])[O:10][C:11]([CH3:13])([CH3:12])[CH3:14])[CH2:15][OH:16]. The catalyst class is: 49. (2) Reactant: Br[C:2]1[N:6]([S:7]([C:10]2[CH:15]=[CH:14][CH:13]=[C:12]([Cl:16])[CH:11]=2)(=[O:9])=[O:8])[CH:5]=[C:4]([CH2:17][N:18]([CH3:26])[C:19](=[O:25])[O:20][C:21]([CH3:24])([CH3:23])[CH3:22])[CH:3]=1.[C:27]1(B(O)O)[CH:32]=[CH:31][CH:30]=[CH:29][CH:28]=1.C(=O)([O-])[O-].[Na+].[Na+]. Product: [Cl:16][C:12]1[CH:11]=[C:10]([S:7]([N:6]2[C:2]([C:27]3[CH:32]=[CH:31][CH:30]=[CH:29][CH:28]=3)=[CH:3][C:4]([CH2:17][N:18]([CH3:26])[C:19](=[O:25])[O:20][C:21]([CH3:24])([CH3:23])[CH3:22])=[CH:5]2)(=[O:9])=[O:8])[CH:15]=[CH:14][CH:13]=1. The catalyst class is: 73. (3) Reactant: [CH2:1]([O:8][C:9]([NH:11][C:12]([CH3:18])([CH3:17])[CH2:13][C:14]([OH:16])=O)=[O:10])[C:2]1[CH:7]=[CH:6][CH:5]=[CH:4][CH:3]=1.C1N=CN(C(N2C=NC=C2)=O)C=1.C(N(CC)C(C)C)(C)C.[CH3:40][NH:41][CH2:42][CH2:43][N:44]([CH3:46])[CH3:45]. Product: [CH3:45][N:44]([CH3:46])[CH2:43][CH2:42][N:41]([CH3:40])[C:14](=[O:16])[CH2:13][C:12]([NH:11][C:9](=[O:10])[O:8][CH2:1][C:2]1[CH:3]=[CH:4][CH:5]=[CH:6][CH:7]=1)([CH3:18])[CH3:17]. The catalyst class is: 35.